Dataset: Full USPTO retrosynthesis dataset with 1.9M reactions from patents (1976-2016). Task: Predict the reactants needed to synthesize the given product. Given the product [CH2:1]([O:3][C:4]([N:6]1[C:15]2[C:10](=[N:11][C:12]([O:16][CH3:17])=[CH:13][CH:14]=2)[C@@H:9]([NH:18][C:19]2[C:24]([CH2:35][C:34]3[CH:37]=[C:38]([C:40]([F:42])([F:43])[F:41])[CH:39]=[C:32]([C:31]([F:30])([F:44])[F:45])[CH:33]=3)=[CH:23][C:22]([Br:25])=[CH:21][N:20]=2)[CH2:8][C@H:7]1[CH2:26][CH3:27])=[O:5])[CH3:2], predict the reactants needed to synthesize it. The reactants are: [CH2:1]([O:3][C:4]([N:6]1[C:15]2[C:10](=[N:11][C:12]([O:16][CH3:17])=[CH:13][CH:14]=2)[C@@H:9]([NH:18][C:19]2[CH:24]=[CH:23][C:22]([Br:25])=[CH:21][N:20]=2)[CH2:8][C@H:7]1[CH2:26][CH3:27])=[O:5])[CH3:2].[H-].[Na+].[F:30][C:31]([F:45])([F:44])[C:32]1[CH:33]=[C:34]([CH:37]=[C:38]([C:40]([F:43])([F:42])[F:41])[CH:39]=1)[CH2:35]Br.